Task: Predict which catalyst facilitates the given reaction.. Dataset: Catalyst prediction with 721,799 reactions and 888 catalyst types from USPTO (1) Reactant: [C:1](=[O:12])([O:7][C:8]([CH3:11])([CH3:10])[CH3:9])OC(C)(C)C.CN(C1C=C[CH:19]=[CH:18][N:17]=1)C.C(OC(=O)CC1NC2C=C[C:35]([N:37]([S:39]([CH3:42])(=[O:41])=[O:40])C)=CC=2SC=1)C.Cl[C:45]1[CH:46]=[C:47]([CH:52]=[CH:53][CH:54]=1)C(OO)=O.[S:55]([O-])([O-:58])(=[O:57])=S.[Na+].[Na+].[C:62]([O:65][CH2:66][CH3:67])(=[O:64])[CH3:63]. Product: [C:8]([O:7][C:1]([N:17]1[C:54]2[CH:53]=[CH:52][C:47]([N:37]([S:39]([CH3:42])(=[O:41])=[O:40])[CH3:35])=[CH:46][C:45]=2[S:55](=[O:58])(=[O:57])[CH:19]=[C:18]1[CH2:63][C:62]([O:65][CH2:66][CH3:67])=[O:64])=[O:12])([CH3:9])([CH3:10])[CH3:11]. The catalyst class is: 7. (2) Reactant: [N:1]1[CH:6]=[CH:5][CH:4]=[C:3]([C:7]2[CH:12]=[CH:11][N:10]=[C:9]([NH:13][CH2:14][C:15]3[CH:24]=[CH:23][C:18]([C:19]([O:21]C)=[O:20])=[CH:17][CH:16]=3)[N:8]=2)[CH:2]=1.O[Li].O.Cl. Product: [N:1]1[CH:6]=[CH:5][CH:4]=[C:3]([C:7]2[CH:12]=[CH:11][N:10]=[C:9]([NH:13][CH2:14][C:15]3[CH:16]=[CH:17][C:18]([C:19]([OH:21])=[O:20])=[CH:23][CH:24]=3)[N:8]=2)[CH:2]=1. The catalyst class is: 87. (3) Reactant: C([O:3][C:4](=[O:26])[CH2:5][N:6]1[C:10]([C:11]([O:13]CC)=[O:12])=[C:9]2[O:16][CH2:17][CH2:18][CH2:19][O:20][C:8]2=[C:7]1[C:21]([O:23]CC)=[O:22])C.O.[OH-].[K+]. Product: [C:4]([CH2:5][N:6]1[C:7]([C:21]([OH:23])=[O:22])=[C:8]2[O:20][CH2:19][CH2:18][CH2:17][O:16][C:9]2=[C:10]1[C:11]([OH:13])=[O:12])([OH:26])=[O:3]. The catalyst class is: 21.